Dataset: TCR-epitope binding with 47,182 pairs between 192 epitopes and 23,139 TCRs. Task: Binary Classification. Given a T-cell receptor sequence (or CDR3 region) and an epitope sequence, predict whether binding occurs between them. (1) The epitope is GMFNMLSTVLGVS. The TCR CDR3 sequence is CASRWTGQLDEQFF. Result: 0 (the TCR does not bind to the epitope). (2) The epitope is TPINLVRDL. The TCR CDR3 sequence is CASTPGGAGGGDTQYF. Result: 1 (the TCR binds to the epitope).